This data is from Catalyst prediction with 721,799 reactions and 888 catalyst types from USPTO. The task is: Predict which catalyst facilitates the given reaction. (1) Reactant: [CH3:1][S:2][C:3]1[CH:8]=[CH:7][CH:6]=[CH:5][C:4]=1[OH:9].Br[C:11]([CH3:18])([CH3:17])[C:12]([O:14][CH2:15][CH3:16])=[O:13].C([O-])([O-])=O.[K+].[K+].O. Product: [CH3:17][C:11]([O:9][C:4]1[CH:5]=[CH:6][CH:7]=[CH:8][C:3]=1[S:2][CH3:1])([CH3:18])[C:12]([O:14][CH2:15][CH3:16])=[O:13]. The catalyst class is: 22. (2) Reactant: [OH:1][C:2]1[CH:7]=[CH:6][C:5]([C:8]([C:10]2[CH:11]=[N:12][C:13]([O:16][CH:17]([CH3:19])[CH3:18])=[CH:14][CH:15]=2)=O)=[CH:4][CH:3]=1.C([SiH](CC)CC)C. Product: [CH:17]([O:16][C:13]1[N:12]=[CH:11][C:10]([CH2:8][C:5]2[CH:4]=[CH:3][C:2]([OH:1])=[CH:7][CH:6]=2)=[CH:15][CH:14]=1)([CH3:19])[CH3:18]. The catalyst class is: 1. (3) Reactant: [CH3:1][O:2][C:3]1[CH:11]=[CH:10][C:6]([C:7]([OH:9])=O)=[CH:5][CH:4]=1.Cl.Cl.[N:14]12[CH2:22][CH2:21][CH:18]([CH2:19][CH2:20]1)[NH:17][CH2:16][CH2:15]2.F[B-](F)(F)F.N1(OC(N(C)C)=[N+](C)C)C2C=CC=CC=2N=N1.C(N(C(C)C)CC)(C)C.[OH-].[Na+]. Product: [N:14]12[CH2:22][CH2:21][CH:18]([CH2:19][CH2:20]1)[N:17]([C:7]([C:6]1[CH:5]=[CH:4][C:3]([O:2][CH3:1])=[CH:11][CH:10]=1)=[O:9])[CH2:16][CH2:15]2. The catalyst class is: 9. (4) Reactant: [CH3:1][C:2]([C:8]1[CH:13]=[C:12]([N:14]2[CH2:19][CH2:18][O:17][CH2:16][C@@H:15]2[CH3:20])[N:11]=[C:10]([C:21]2[CH:26]=[CH:25][C:24]([NH2:27])=[CH:23][CH:22]=2)[N:9]=1)([S:4]([CH3:7])(=[O:6])=[O:5])[CH3:3].C(=O)(O)[O-].[Na+].Cl[C:34]([O:36][C:37]1[CH:42]=[CH:41][CH:40]=[CH:39][CH:38]=1)=[O:35]. Product: [CH3:1][C:2]([C:8]1[CH:13]=[C:12]([N:14]2[CH2:19][CH2:18][O:17][CH2:16][C@@H:15]2[CH3:20])[N:11]=[C:10]([C:21]2[CH:22]=[CH:23][C:24]([NH:27][C:34](=[O:35])[O:36][C:37]3[CH:42]=[CH:41][CH:40]=[CH:39][CH:38]=3)=[CH:25][CH:26]=2)[N:9]=1)([S:4]([CH3:7])(=[O:5])=[O:6])[CH3:3]. The catalyst class is: 12. (5) Reactant: [CH2:1]([C:3]1[C:8]([C:9]([OH:11])=O)=[CH:7][N:6]=[C:5]([S:12][CH3:13])[N:4]=1)[CH3:2].CN(C)C=O.C(Cl)(=O)C(Cl)=O.[CH3:25][C:26]1[CH:32]=[CH:31][CH:30]=[C:29]([CH3:33])[C:27]=1[NH2:28]. Product: [CH3:25][C:26]1[CH:32]=[CH:31][CH:30]=[C:29]([CH3:33])[C:27]=1[NH:28][C:9]([C:8]1[C:3]([CH2:1][CH3:2])=[N:4][C:5]([S:12][CH3:13])=[N:6][CH:7]=1)=[O:11]. The catalyst class is: 4. (6) Reactant: [C:1]([O:5][C:6]([N:8]1[CH2:12][CH2:11][CH2:10][C@H:9]1[CH2:13][OH:14])=[O:7])([CH3:4])([CH3:3])[CH3:2].C(N(CC)CC)C.[CH3:22][S:23](Cl)(=[O:25])=[O:24]. Product: [C:1]([O:5][C:6]([N:8]1[CH2:12][CH2:11][CH2:10][C@H:9]1[CH2:13][O:14][S:23]([CH3:22])(=[O:25])=[O:24])=[O:7])([CH3:4])([CH3:3])[CH3:2]. The catalyst class is: 4. (7) Reactant: Br[C:2]1[CH:3]=[N:4][CH:5]=[C:6]2[C:11]=1[N:10]=[C:9]([C:12]([NH2:14])=[O:13])[CH:8]=[CH:7]2.[CH3:15][S:16]([C:19]1[CH:24]=[CH:23][CH:22]=[CH:21][C:20]=1B(O)O)(=[O:18])=[O:17].C(=O)([O-])[O-].[Cs+].[Cs+]. Product: [CH3:15][S:16]([C:19]1[CH:24]=[CH:23][CH:22]=[CH:21][C:20]=1[C:2]1[CH:3]=[N:4][CH:5]=[C:6]2[C:11]=1[N:10]=[C:9]([C:12]([NH2:14])=[O:13])[CH:8]=[CH:7]2)(=[O:18])=[O:17]. The catalyst class is: 688. (8) Reactant: [NH2:1][C:2]1[S:3][C:4]2[CH:10]=[CH:9][CH:8]=[C:7]([O:11][CH3:12])[C:5]=2[N:6]=1.[NH2:13][C:14](N)=[O:15].N. Product: [CH3:12][O:11][C:7]1[C:5]2[N:6]=[C:2]([NH:1][C:14]([NH2:13])=[O:15])[S:3][C:4]=2[CH:10]=[CH:9][CH:8]=1. The catalyst class is: 6. (9) Reactant: [F:1][C:2]1[CH:7]=[CH:6][CH:5]=[CH:4][C:3]=1[C:8](=O)[CH2:9][C:10]#[N:11].O1CCO[CH:14]1[C:18]1[C:23]([NH2:24])=[CH:22][CH:21]=[CH:20][N:19]=1.CC1C=CC(S(O)(=O)=O)=CC=1.O. Product: [F:1][C:2]1[CH:7]=[CH:6][CH:5]=[CH:4][C:3]=1[C:8]1[C:9]([C:10]#[N:11])=[CH:14][C:18]2[C:23](=[CH:22][CH:21]=[CH:20][N:19]=2)[N:24]=1. The catalyst class is: 133.